Dataset: Forward reaction prediction with 1.9M reactions from USPTO patents (1976-2016). Task: Predict the product of the given reaction. (1) Given the reactants [C:1]1([C:7]2[CH:8]=[C:9]([O:16]C)[C:10]([O:13]CC)=[N:11][CH:12]=2)[CH2:6][CH2:5][CH2:4][CH2:3][CH:2]=1, predict the reaction product. The product is: [CH:1]1([C:7]2[CH:8]=[C:9]([OH:16])[C:10](=[O:13])[NH:11][CH:12]=2)[CH2:2][CH2:3][CH2:4][CH2:5][CH2:6]1. (2) Given the reactants CO.C([O:5][CH:6]1[CH:11]([CH:12]([CH3:14])[CH3:13])[CH2:10][CH2:9][CH:8]([CH3:15])[CH2:7]1)=C, predict the reaction product. The product is: [CH:8]1([CH3:15])[CH2:9][CH2:10][CH:11]([CH:12]([CH3:13])[CH3:14])[CH:6]([OH:5])[CH2:7]1. (3) The product is: [CH3:1][N:2]([CH2:4][CH2:5][CH2:6][N:7]1[C:8]2[CH:9]=[CH:10][CH:11]=[CH:12][C:13]=2[CH2:14][CH2:15][C:16]2[CH:21]=[CH:20][CH:19]=[CH:18][C:17]1=2)[CH3:3]. Given the reactants [CH3:1][N:2]([CH2:4][CH2:5][CH2:6][N:7]1[C:17]2[CH:18]=[CH:19][CH:20]=[CH:21][C:16]=2[CH2:15][CH2:14][C:13]2[CH:12]=[CH:11][CH:10]=[CH:9][C:8]1=2)[CH3:3].Cl, predict the reaction product. (4) Given the reactants Br[C:2]1[CH:10]=[C:9]2[C:5]([CH2:6][CH2:7][N:8]2[C:11]([O:13][C:14]([CH3:17])([CH3:16])[CH3:15])=[O:12])=[CH:4][C:3]=1[F:18].[CH3:19][N:20]1[CH:24]=[C:23](B2OC(C)(C)C(C)(C)O2)[CH:22]=[N:21]1.C([O-])([O-])=O.[K+].[K+].O, predict the reaction product. The product is: [F:18][C:3]1[CH:4]=[C:5]2[C:9](=[CH:10][C:2]=1[C:23]1[CH:22]=[N:21][N:20]([CH3:19])[CH:24]=1)[N:8]([C:11]([O:13][C:14]([CH3:17])([CH3:16])[CH3:15])=[O:12])[CH2:7][CH2:6]2. (5) Given the reactants C(=O)([O-])[O-].[Na+].[Na+].FC(F)(F)C([N:11]1[CH2:16][C:15]2([CH2:21][CH2:20][N:19]([CH2:22][C:23]3[CH:28]=[C:27]([CH2:29][CH2:30][OH:31])[CH:26]=[CH:25][C:24]=3[F:32])[CH2:18][CH2:17]2)[O:14][CH2:13][CH2:12]1)=O, predict the reaction product. The product is: [O:14]1[C:15]2([CH2:21][CH2:20][N:19]([CH2:22][C:23]3[CH:28]=[C:27]([CH2:29][CH2:30][OH:31])[CH:26]=[CH:25][C:24]=3[F:32])[CH2:18][CH2:17]2)[CH2:16][NH:11][CH2:12][CH2:13]1. (6) Given the reactants [NH2:1][C:2]1[CH:3]=[C:4]([C@@H:21]2[CH2:23][C@@H:22]2[C:24]([O:26][CH2:27][CH3:28])=[O:25])[CH:5]=[CH:6][C:7]=1[N:8]([CH:15]1[CH2:20][CH2:19][CH2:18][CH2:17][CH2:16]1)[CH2:9][CH2:10][C:11]([F:14])([F:13])[F:12].[C:29](Cl)(=O)[O:30]C1C=CC([N+]([O-])=O)=CC=1.[CH3:42][C:43]1[O:47][N:46]=[C:45]([NH2:48])[CH:44]=1.C(N(CC)CC)C, predict the reaction product. The product is: [CH:15]1([N:8]([CH2:9][CH2:10][C:11]([F:12])([F:13])[F:14])[C:7]2[CH:6]=[CH:5][C:4]([C@@H:21]3[CH2:23][C@@H:22]3[C:24]([O:26][CH2:27][CH3:28])=[O:25])=[CH:3][C:2]=2[NH:1][C:29]([NH:48][C:45]2[CH:44]=[C:43]([CH3:42])[O:47][N:46]=2)=[O:30])[CH2:20][CH2:19][CH2:18][CH2:17][CH2:16]1. (7) Given the reactants [F:1][C:2]1[CH:7]=[C:6]([I:8])[CH:5]=[CH:4][C:3]=1[NH:9][C:10]1[C:18]([C:19]([OH:21])=O)=[CH:17][CH:16]=[C:15]2[C:11]=1[CH:12]=[N:13][NH:14]2.[CH3:22]CN=C=NCCCN(C)C.C1C=C[C:36]2[N:41]([OH:42])N=NC=2C=1.CCN(C(C)C)C(C)C, predict the reaction product. The product is: [CH3:22][O:42][N:41]([CH3:36])[C:19]([C:18]1[C:10]([NH:9][C:3]2[CH:4]=[CH:5][C:6]([I:8])=[CH:7][C:2]=2[F:1])=[C:11]2[C:15](=[CH:16][CH:17]=1)[NH:14][N:13]=[CH:12]2)=[O:21]. (8) Given the reactants [N:1]([CH2:4][C:5]1[C:6]([CH3:27])=[N:7][C:8]2[N:9]([CH:19]=[C:20]([C:22]([O:24]CC)=[O:23])[N:21]=2)[C:10]=1[C:11]1[CH:16]=[CH:15][C:14]([Cl:17])=[CH:13][C:12]=1[Cl:18])=[N+:2]=[N-:3].O[Li].O, predict the reaction product. The product is: [N:1]([CH2:4][C:5]1[C:6]([CH3:27])=[N:7][C:8]2[N:9]([CH:19]=[C:20]([C:22]([OH:24])=[O:23])[N:21]=2)[C:10]=1[C:11]1[CH:16]=[CH:15][C:14]([Cl:17])=[CH:13][C:12]=1[Cl:18])=[N+:2]=[N-:3].